Dataset: Catalyst prediction with 721,799 reactions and 888 catalyst types from USPTO. Task: Predict which catalyst facilitates the given reaction. (1) Reactant: Cl[C:2]1[C:11]2[C:6](=[CH:7][CH:8]=[C:9]([N+:12]([O-:14])=[O:13])[CH:10]=2)[N:5]=[CH:4][C:3]=1[C:15]#[N:16].[Cl:17][C:18]1[CH:19]=[C:20]([CH:22]=[CH:23][C:24]=1[F:25])[NH2:21]. Product: [Cl:17][C:18]1[CH:19]=[C:20]([NH:21][C:2]2[C:11]3[C:6](=[CH:7][CH:8]=[C:9]([N+:12]([O-:14])=[O:13])[CH:10]=3)[N:5]=[CH:4][C:3]=2[C:15]#[N:16])[CH:22]=[CH:23][C:24]=1[F:25]. The catalyst class is: 8. (2) The catalyst class is: 10. Reactant: [CH2:1]([O:8][C:9]1[CH:10]=[C:11]([CH:15]=[C:16]([O:18][CH:19]([CH3:21])[CH3:20])[CH:17]=1)[C:12]([OH:14])=O)[C:2]1[CH:7]=[CH:6][CH:5]=[CH:4][CH:3]=1.C(N(C(C)C)CC)(C)C.N1(O[P+](N(C)C)(N(C)C)N(C)C)C2C=CC=CC=2N=N1.[CH3:51][C:52]1[N:56]([CH2:57][C:58]2[CH:63]=[CH:62][CH:61]=[CH:60][N:59]=2)[N:55]=[C:54]([NH2:64])[CH:53]=1. Product: [CH2:1]([O:8][C:9]1[CH:10]=[C:11]([CH:15]=[C:16]([O:18][CH:19]([CH3:21])[CH3:20])[CH:17]=1)[C:12]([NH:64][C:54]1[CH:53]=[C:52]([CH3:51])[N:56]([CH2:57][C:58]2[CH:63]=[CH:62][CH:61]=[CH:60][N:59]=2)[N:55]=1)=[O:14])[C:2]1[CH:3]=[CH:4][CH:5]=[CH:6][CH:7]=1. (3) Reactant: [NH:1]1[C:9]2[C:4](=[CH:5][CH:6]=[CH:7][CH:8]=2)[CH2:3][C@H:2]1[C:10]([OH:12])=[O:11].Cl[C:14]([O:16][CH2:17][C:18]1[CH:23]=[CH:22][CH:21]=[CH:20][CH:19]=1)=[O:15]. Product: [CH2:17]([O:16][C:14]([N:1]1[C:9]2[C:4](=[CH:5][CH:6]=[CH:7][CH:8]=2)[CH2:3][C@H:2]1[C:10]([OH:12])=[O:11])=[O:15])[C:18]1[CH:23]=[CH:22][CH:21]=[CH:20][CH:19]=1. The catalyst class is: 74. (4) Reactant: [C:1](Cl)(=[O:3])[CH3:2].[NH2:5][CH:6]1[CH:12]([C:13]2[CH:18]=[CH:17][C:16]([Cl:19])=[C:15]([Cl:20])[CH:14]=2)[O:11][CH2:10][CH2:9][N:8]([C:21]([O:23][C:24]([CH3:27])([CH3:26])[CH3:25])=[O:22])[CH2:7]1.C(N(CC)CC)C.O. Product: [C:1]([NH:5][C@@H:6]1[C@H:12]([C:13]2[CH:18]=[CH:17][C:16]([Cl:19])=[C:15]([Cl:20])[CH:14]=2)[O:11][CH2:10][CH2:9][N:8]([C:21]([O:23][C:24]([CH3:27])([CH3:26])[CH3:25])=[O:22])[CH2:7]1)(=[O:3])[CH3:2]. The catalyst class is: 1.